Dataset: Full USPTO retrosynthesis dataset with 1.9M reactions from patents (1976-2016). Task: Predict the reactants needed to synthesize the given product. (1) Given the product [CH3:18][C@H:19]1[N:20]([C:25](=[O:30])[C:26]([F:29])([F:28])[F:27])[CH2:21][CH2:22][N:1]([C:2]2[C:6]3[CH:7]=[C:8]([C:11]#[N:12])[CH:9]=[CH:10][C:5]=3[S:4][CH:3]=2)[CH2:24]1, predict the reactants needed to synthesize it. The reactants are: [NH2:1][C:2]1[C:6]2[CH:7]=[C:8]([C:11]#[N:12])[CH:9]=[CH:10][C:5]=2[S:4][C:3]=1C(OCC)=O.[CH3:18][C@@H:19]1[CH2:24]N[CH2:22][CH2:21][N:20]1[C:25](=[O:30])[C:26]([F:29])([F:28])[F:27].O. (2) Given the product [F:46][C:2]([F:1])([F:47])[C:3]1[CH:4]=[C:5]([CH:39]=[C:40]([C:42]([F:45])([F:44])[F:43])[CH:41]=1)[CH2:6][N:7]([C:27]1[N:32]=[CH:31][C:30]([C:33]2[CH:34]=[N:35][N:36]([CH3:38])[CH:37]=2)=[CH:29][N:28]=1)[C@@H:8]1[CH2:12][N:11]([C:13]2[CH:20]=[CH:19][C:18]([C:21]([F:22])([F:23])[F:24])=[CH:17][C:14]=2[CH2:15][OH:16])[C@H:10]([CH2:25][CH3:26])[CH2:9]1, predict the reactants needed to synthesize it. The reactants are: [F:1][C:2]([F:47])([F:46])[C:3]1[CH:4]=[C:5]([CH:39]=[C:40]([C:42]([F:45])([F:44])[F:43])[CH:41]=1)[CH2:6][N:7]([C:27]1[N:32]=[CH:31][C:30]([C:33]2[CH:34]=[N:35][N:36]([CH3:38])[CH:37]=2)=[CH:29][N:28]=1)[C@@H:8]1[CH2:12][N:11]([C:13]2[CH:20]=[CH:19][C:18]([C:21]([F:24])([F:23])[F:22])=[CH:17][C:14]=2[CH:15]=[O:16])[C@H:10]([CH2:25][CH3:26])[CH2:9]1.[BH4-].[Na+].C(=O)([O-])O.[Na+]. (3) Given the product [CH3:42][O:1][C:2]1[CH:7]=[CH:6][C:5]([O:8][C:9]([F:12])([F:10])[F:11])=[CH:4][C:3]=1[C@H:13]1[CH2:17][O:16][C@:15]2([CH2:23][CH2:22][C@@H:21]3[NH:24][C@@:18]2([C:34]2[CH:39]=[CH:38][CH:37]=[CH:36][CH:35]=2)[CH2:19][C@H:20]3[S:25]([C:28]2[CH:29]=[CH:30][CH:31]=[CH:32][CH:33]=2)(=[O:27])=[O:26])[CH2:14]1, predict the reactants needed to synthesize it. The reactants are: [OH:1][C:2]1[CH:7]=[CH:6][C:5]([O:8][C:9]([F:12])([F:11])[F:10])=[CH:4][C:3]=1[C@H:13]1[CH2:17][O:16][C@:15]2([CH2:23][CH2:22][C@@H:21]3[NH:24][C@@:18]2([C:34]2[CH:39]=[CH:38][CH:37]=[CH:36][CH:35]=2)[CH2:19][C@H:20]3[S:25]([C:28]2[CH:33]=[CH:32][CH:31]=[CH:30][CH:29]=2)(=[O:27])=[O:26])[CH2:14]1.N(C(OCC)=O)=N[C:42](OCC)=O.C1(P(C2C=CC=CC=2)C2C=CC=CC=2)C=CC=CC=1.CO. (4) The reactants are: [Cl:1][C:2]1[CH:11]=[C:10]([CH:12]=[CH2:13])[CH:9]=[CH:8][C:3]=1[C:4]([O:6][CH3:7])=[O:5]. Given the product [Cl:1][C:2]1[CH:11]=[C:10]([CH2:12][CH3:13])[CH:9]=[CH:8][C:3]=1[C:4]([O:6][CH3:7])=[O:5], predict the reactants needed to synthesize it. (5) Given the product [NH2:14][C:11]1[N:12]=[CH:13][C:8]([C:5]2[CH:6]=[CH:7][C:2]([NH:1][C:31](=[O:33])[CH3:32])=[CH:3][CH:4]=2)=[CH:9][C:10]=1[O:15][CH2:16][C:17]1[C:22]([Cl:23])=[CH:21][CH:20]=[CH:19][C:18]=1[Cl:24], predict the reactants needed to synthesize it. The reactants are: [NH2:1][C:2]1[CH:7]=[CH:6][C:5]([C:8]2[CH:9]=[C:10]([O:15][CH2:16][C:17]3[C:22]([Cl:23])=[CH:21][CH:20]=[CH:19][C:18]=3[Cl:24])[C:11]([NH2:14])=[N:12][CH:13]=2)=[CH:4][CH:3]=1.N1C=CC=CC=1.[C:31](OC(=O)C)(=[O:33])[CH3:32]. (6) Given the product [CH3:31][C:10]1([CH3:32])[CH2:9][C:8]2[C:13](=[CH:14][CH:15]=[C:6]([C:4]([OH:5])=[O:3])[CH:7]=2)[NH:12][CH:11]1[C:16]1[CH:21]=[CH:20][CH:19]=[C:18]([C:22](=[O:30])[NH:23][C:24]2[CH:25]=[CH:26][CH:27]=[CH:28][CH:29]=2)[CH:17]=1, predict the reactants needed to synthesize it. The reactants are: C([O:3][C:4]([C:6]1[CH:7]=[C:8]2[C:13](=[CH:14][CH:15]=1)[NH:12][CH:11]([C:16]1[CH:21]=[CH:20][CH:19]=[C:18]([C:22](=[O:30])[NH:23][C:24]3[CH:29]=[CH:28][CH:27]=[CH:26][CH:25]=3)[CH:17]=1)[C:10]([CH3:32])([CH3:31])[CH2:9]2)=[O:5])C.Cl. (7) Given the product [C:1]([O:5][C:6]([N:8]1[C@H:12]([C:13](=[O:15])/[C:21](/[C:22]([O:24][CH2:17][CH3:25])=[O:23])=[CH:19]/[C:56]2[CH:59]=[CH:60][C:53]([C:50]([OH:52])=[O:51])=[CH:54][CH:55]=2)[CH2:11][O:10][CH2:9]1)=[O:7])([CH3:2])([CH3:3])[CH3:4], predict the reactants needed to synthesize it. The reactants are: [C:1]([O:5][C:6]([N:8]1[C@H:12]([C:13]([OH:15])=O)[CH2:11][O:10][CH2:9]1)=[O:7])([CH3:4])([CH3:3])[CH3:2].C[C:17]1([CH3:25])[O:24][C:22](=[O:23])[CH2:21][C:19](=O)O1.CN(C1C=CC=CN=1)C.C1(N=C=NC2CCCCC2)CCCCC1.[C:50]([C:53]1[CH:60]=[CH:59][C:56](C=O)=[CH:55][CH:54]=1)([OH:52])=[O:51]. (8) Given the product [Cl:1][C:2]1[CH:7]=[CH:6][C:5]([CH:8]([C:19]2[C:27]3[C:22](=[C:23]([CH2:28][S:29][CH3:30])[CH:24]=[CH:25][CH:26]=3)[NH:21][CH:20]=2)[CH2:9][C:10]([O:11][CH2:12][CH3:16])=[O:18])=[C:4]([F:31])[CH:3]=1, predict the reactants needed to synthesize it. The reactants are: [Cl:1][C:2]1[CH:7]=[CH:6][C:5]([CH:8]([C:19]2[C:27]3[C:22](=[C:23]([CH2:28][S:29][CH3:30])[CH:24]=[CH:25][CH:26]=3)[NH:21][CH:20]=2)[CH:9]2C(=O)O[C:12](C)([CH3:16])[O:11][C:10]2=[O:18])=[C:4]([F:31])[CH:3]=1. (9) Given the product [CH2:1]([O:4][N:5]([C@H:18]1[CH2:23][N:22]([C:24]([O:26][C:27]([CH3:29])([CH3:28])[CH3:30])=[O:25])[C@H:21]([CH2:31][OH:32])[C:20]([CH3:40])=[CH:19]1)[S:6]([C:9]1[CH:14]=[CH:13][CH:12]=[CH:11][C:10]=1[N+:15]([O-:17])=[O:16])(=[O:8])=[O:7])[CH:2]=[CH2:3], predict the reactants needed to synthesize it. The reactants are: [CH2:1]([O:4][N:5]([C@H:18]1[CH2:23][N:22]([C:24]([O:26][C:27]([CH3:30])([CH3:29])[CH3:28])=[O:25])[C@H:21]([CH2:31][O:32][Si](C(C)(C)C)(C)C)[C:20]([CH3:40])=[CH:19]1)[S:6]([C:9]1[CH:14]=[CH:13][CH:12]=[CH:11][C:10]=1[N+:15]([O-:17])=[O:16])(=[O:8])=[O:7])[CH:2]=[CH2:3].[F-].C([N+](CCCC)(CCCC)CCCC)CCC. (10) Given the product [Cl:1][C:2]1[S:6][C:5]([S:7]([NH:10][C:11]([NH:13][C:14]2[CH:23]=[CH:22][C:17]([C:18]([OH:20])=[O:19])=[CH:16][CH:15]=2)=[O:12])(=[O:9])=[O:8])=[CH:4][CH:3]=1, predict the reactants needed to synthesize it. The reactants are: [Cl:1][C:2]1[S:6][C:5]([S:7]([NH:10][C:11]([NH:13][C:14]2[CH:23]=[CH:22][C:17]([C:18]([O:20]C)=[O:19])=[CH:16][CH:15]=2)=[O:12])(=[O:9])=[O:8])=[CH:4][CH:3]=1.[Li+].[OH-].